From a dataset of Full USPTO retrosynthesis dataset with 1.9M reactions from patents (1976-2016). Predict the reactants needed to synthesize the given product. (1) Given the product [C:26]([NH:1][C@H:2]([C:11]([NH:13][C@H:14]([C:18]([NH:20][C@H:21]([C:23]([CH:37]([C@H:36]([NH2:35])[C:45](=[O:56])[CH2:46][O:47][CH2:48][C:49]1[CH:54]=[CH:53][CH:52]=[CH:51][C:50]=1[Cl:55])[C:38]([OH:40])=[O:39])=[O:24])[CH3:22])=[O:19])[CH:15]([CH3:17])[CH3:16])=[O:12])[CH2:3][C:4]1[CH:5]=[CH:6][C:7]([OH:10])=[CH:8][CH:9]=1)(=[O:27])[CH3:28], predict the reactants needed to synthesize it. The reactants are: [NH:1]([C:26]([CH3:28])=[O:27])[C@H:2]([C:11]([NH:13][C@H:14]([C:18]([NH:20][C@H:21]([C:23](O)=[O:24])[CH3:22])=[O:19])[CH:15]([CH3:17])[CH3:16])=[O:12])[CH2:3][C:4]1[CH:9]=[CH:8][C:7]([OH:10])=[CH:6][CH:5]=1.C(OC([NH:35][CH:36]([C:45](=[O:56])[CH2:46][O:47][CH2:48][C:49]1[CH:54]=[CH:53][CH:52]=[CH:51][C:50]=1[Cl:55])[CH2:37][C:38]([O:40]C(C)(C)C)=[O:39])=O)C=C. (2) Given the product [F:26][C:23]1[CH:24]=[CH:25][C:20]([CH2:19][CH2:18][C@H:10]2[CH2:9][C@H:8]([C:6]3[O:7][NH:30][C:4](=[O:3])[CH:5]=3)[CH2:13][CH2:12][N:11]2[C:14]([O:16][CH3:17])=[O:15])=[CH:21][CH:22]=1, predict the reactants needed to synthesize it. The reactants are: C([O:3][C:4](=O)[CH2:5][C:6]([C@@H:8]1[CH2:13][CH2:12][N:11]([C:14]([O:16][CH3:17])=[O:15])[C@@H:10]([CH2:18][CH2:19][C:20]2[CH:25]=[CH:24][C:23]([F:26])=[CH:22][CH:21]=2)[CH2:9]1)=[O:7])C.[OH-].[Na+].[NH2:30]O.Cl. (3) Given the product [Br:20][C:17]1[C:16]([CH3:21])=[CH:15][N:14]=[C:13]([CH2:12][NH:11][C:2]2[C:7]([NH2:8])=[C:6]([Cl:9])[N:5]=[C:4]([NH2:10])[N:3]=2)[C:18]=1[CH3:19], predict the reactants needed to synthesize it. The reactants are: Cl[C:2]1[C:7]([NH2:8])=[C:6]([Cl:9])[N:5]=[C:4]([NH2:10])[N:3]=1.[NH2:11][CH2:12][C:13]1[C:18]([CH3:19])=[C:17]([Br:20])[C:16]([CH3:21])=[CH:15][N:14]=1. (4) Given the product [F:23][C:21]1[CH:20]=[CH:19][C:18]([C:24]([F:25])([F:27])[F:26])=[C:17]([CH:22]=1)[C:16]([N:13]1[CH2:14][CH2:15][N:10]([C:8]2[CH:7]=[N:6][CH:5]=[C:4]([CH:9]=2)[C:3]([NH:35][CH2:30][CH2:31][CH2:32][CH2:33][CH3:34])=[O:2])[CH2:11][CH2:12]1)=[O:28], predict the reactants needed to synthesize it. The reactants are: C[O:2][C:3](=O)[C:4]1[CH:9]=[C:8]([N:10]2[CH2:15][CH2:14][N:13]([C:16](=[O:28])[C:17]3[CH:22]=[C:21]([F:23])[CH:20]=[CH:19][C:18]=3[C:24]([F:27])([F:26])[F:25])[CH2:12][CH2:11]2)[CH:7]=[N:6][CH:5]=1.[CH2:30]([NH2:35])[CH2:31][CH2:32][CH2:33][CH3:34].[C-]#N.[Na+]. (5) Given the product [F:1][C:2]1[CH:32]=[C:31]([F:33])[CH:30]=[CH:29][C:3]=1[O:4][C:5]1[CH:10]=[CH:9][C:8]([S:11]([CH3:14])(=[O:13])=[O:12])=[CH:7][C:6]=1[C:15]1[C:16]2[CH:25]=[C:24]([C:26]([NH2:41])=[O:27])[NH:23][C:17]=2[C:18](=[O:22])[N:19]([CH3:21])[CH:20]=1, predict the reactants needed to synthesize it. The reactants are: [F:1][C:2]1[CH:32]=[C:31]([F:33])[CH:30]=[CH:29][C:3]=1[O:4][C:5]1[CH:10]=[CH:9][C:8]([S:11]([CH3:14])(=[O:13])=[O:12])=[CH:7][C:6]=1[C:15]1[C:16]2[CH:25]=[C:24]([C:26](O)=[O:27])[NH:23][C:17]=2[C:18](=[O:22])[N:19]([CH3:21])[CH:20]=1.C(Cl)(=O)C(Cl)=O.C[N:41](C)C=O.[OH-].[NH4+]. (6) Given the product [CH3:13][S:12][C:10]1[O:11][C:7]([C:1]2[CH:2]=[CH:3][CH:4]=[CH:5][CH:6]=2)=[N:8][N:9]=1, predict the reactants needed to synthesize it. The reactants are: [C:1]1([C:7]2[O:11][C:10]([SH:12])=[N:9][N:8]=2)[CH:6]=[CH:5][CH:4]=[CH:3][CH:2]=1.[C:13](=O)([O-])[O-].[K+].[K+].IC.CN(C=O)C.